Predict the reactants needed to synthesize the given product. From a dataset of Full USPTO retrosynthesis dataset with 1.9M reactions from patents (1976-2016). (1) Given the product [CH2:1]([N:3]1[CH2:7][CH2:6][CH2:5][C@@H:4]1[C:8]([NH:10][CH2:11][C:12]1[CH:17]=[C:16]([F:18])[CH:15]=[CH:14][C:13]=1[S:19]([NH:22][C:23]1[C:32]([C:33]([O:35][CH3:36])=[O:34])=[C:31]2[C:26]([CH:27]3[CH2:37][CH:28]3[CH2:29][O:30]2)=[CH:25][CH:24]=1)(=[O:20])=[O:21])=[O:9])[CH3:2], predict the reactants needed to synthesize it. The reactants are: [CH2:1]([N:3]1[CH2:7][CH2:6][CH2:5][C@H:4]1[C:8]([NH:10][CH2:11][C:12]1[CH:17]=[C:16]([F:18])[CH:15]=[CH:14][C:13]=1[S:19]([NH:22][C:23]1[C:32]([C:33]([O:35][CH3:36])=[O:34])=[C:31]2[C:26]([CH:27]3[CH2:37][CH:28]3[CH2:29][O:30]2)=[CH:25][CH:24]=1)(=[O:21])=[O:20])=[O:9])[CH3:2].NCC1C=C(F)C=CC=1S(NC1C(C(OC)=O)=C2C(C3CC3CO2)=CC=1)(=O)=O.C(N1CCC[C@@H]1C(O)=O)C. (2) Given the product [Cl:1][C:2]1[CH:7]=[CH:6][CH:5]=[C:4]([F:8])[C:3]=1[C:9]1[N:13]=[C:12]([C:14]2[CH:18]=[C:17]([C:19]3[CH:20]=[CH:21][C:22]([O:25][C:26]([F:29])([F:28])[F:27])=[CH:23][CH:24]=3)[S:16][C:15]=2[Br:31])[N:11]([CH3:30])[N:10]=1, predict the reactants needed to synthesize it. The reactants are: [Cl:1][C:2]1[CH:7]=[CH:6][CH:5]=[C:4]([F:8])[C:3]=1[C:9]1[N:13]=[C:12]([C:14]2[CH:18]=[C:17]([C:19]3[CH:24]=[CH:23][C:22]([O:25][C:26]([F:29])([F:28])[F:27])=[CH:21][CH:20]=3)[S:16][CH:15]=2)[N:11]([CH3:30])[N:10]=1.[Br:31]Br.O. (3) Given the product [NH2:1][C@H:2]1[CH2:7][CH2:6][CH2:5][CH2:4][C@H:3]1[NH:8][C:9]1[CH:10]=[C:11]([NH:17][C:18]2[CH:27]=[CH:26][C:25]3[C:24]([CH3:28])=[CH:23][CH2:22][CH2:21][C:20]=3[N:19]=2)[C:12]([C:15]([NH2:16])=[O:31])=[N:13][CH:14]=1, predict the reactants needed to synthesize it. The reactants are: [NH2:1][C@H:2]1[CH2:7][CH2:6][CH2:5][CH2:4][C@H:3]1[NH:8][C:9]1[CH:10]=[C:11]([NH:17][C:18]2[CH:27]=[CH:26][C:25]3[C:24]([CH3:28])=[CH:23][CH2:22][CH2:21][C:20]=3[N:19]=2)[C:12]([C:15]#[N:16])=[N:13][CH:14]=1.C[Si](C)(C)[O-:31].[K+]. (4) Given the product [CH3:33][N:9]1[C:8]([C:6]2[O:7][C:1]([CH3:2])=[N:4][N:5]=2)=[N:16][C:15]2[C:10]1=[N:11][CH:12]=[N:13][C:14]=2[N:17]1[CH2:18][CH2:19][CH:20]([N:23]2[C:27]3[CH:28]=[CH:29][CH:30]=[CH:31][C:26]=3[NH:25][C:24]2=[O:32])[CH2:21][CH2:22]1, predict the reactants needed to synthesize it. The reactants are: [C:1]([NH:4][NH:5][C:6]([C:8]1[N:9]([CH3:33])[C:10]2[C:15]([N:16]=1)=[C:14]([N:17]1[CH2:22][CH2:21][CH:20]([N:23]3[C:27]4[CH:28]=[CH:29][CH:30]=[CH:31][C:26]=4[NH:25][C:24]3=[O:32])[CH2:19][CH2:18]1)[N:13]=[CH:12][N:11]=2)=[O:7])(=O)[CH3:2].C1(P(C2C=CC=CC=2)C2C=CC=CC=2)C=CC=CC=1.C(N(C(C)C)CC)(C)C.C(Cl)(Cl)(Cl)Cl. (5) Given the product [O:2]1[C:1]([C:3]2[CH:4]=[CH:5][C:6]3[N:7]([CH:9]=[C:10]([C:12]([NH:14][C:15]4[CH:20]=[CH:19][CH:18]=[CH:17][CH:16]=4)=[O:13])[N:11]=3)[CH:8]=2)=[CH:38][N:37]=[CH:36]1, predict the reactants needed to synthesize it. The reactants are: [CH:1]([C:3]1[CH:4]=[CH:5][C:6]2[N:7]([CH:9]=[C:10]([C:12]([NH:14][C:15]3[CH:20]=[CH:19][CH:18]=[CH:17][CH:16]=3)=[O:13])[N:11]=2)[CH:8]=1)=[O:2].C(=O)([O-])[O-].[K+].[K+].C1(C)C=CC(S([CH2:36][N+:37]#[C-:38])(=O)=O)=CC=1. (6) The reactants are: [CH2:1]([C:6]1[S:7][C:8]2[N:9]=[C:10]([NH2:21])[N:11]=[C:12]([N:15]3[CH2:20][CH2:19][NH:18][CH2:17][CH2:16]3)[C:13]=2[N:14]=1)[CH2:2][CH2:3][CH2:4][CH3:5].[CH3:22][O:23][C:24]1[CH:34]=[CH:33][C:27]([O:28][CH2:29][C:30](O)=[O:31])=[CH:26][CH:25]=1. Given the product [NH2:21][C:10]1[N:11]=[C:12]([N:15]2[CH2:20][CH2:19][N:18]([C:30](=[O:31])[CH2:29][O:28][C:27]3[CH:33]=[CH:34][C:24]([O:23][CH3:22])=[CH:25][CH:26]=3)[CH2:17][CH2:16]2)[C:13]2[N:14]=[C:6]([CH2:1][CH2:2][CH2:3][CH2:4][CH3:5])[S:7][C:8]=2[N:9]=1, predict the reactants needed to synthesize it. (7) Given the product [F:1][C:2]1[CH:3]=[C:4]([O:8][CH2:9][CH:10]=[O:11])[CH:5]=[CH:6][CH:7]=1, predict the reactants needed to synthesize it. The reactants are: [F:1][C:2]1[CH:3]=[C:4]([O:8][CH2:9][C:10](OC)=[O:11])[CH:5]=[CH:6][CH:7]=1.CC(C[AlH]CC(C)C)C. (8) Given the product [CH:1]1[C:12]2=[C:13]3[CH:8]([CH2:9][CH2:10][CH2:11]2)[CH2:7][CH2:6][CH2:5][C:4]3=[CH:3][C:2]=1[NH:14][C:16]1[CH:26]=[CH:25][C:19]([C:20]([O:22][CH2:23][CH3:24])=[O:21])=[CH:18][CH:17]=1, predict the reactants needed to synthesize it. The reactants are: [CH:1]1[C:12]2=[C:13]3[CH:8]([CH2:9][CH2:10][CH2:11]2)[CH2:7][CH2:6][CH2:5][C:4]3=[CH:3][C:2]=1[NH2:14].I[C:16]1[CH:26]=[CH:25][C:19]([C:20]([O:22][CH2:23][CH3:24])=[O:21])=[CH:18][CH:17]=1.C1(P(C2C=CC=CC=2)C2C=CC3C(=CC=CC=3)C=2C2C3C(=CC=CC=3)C=CC=2P(C2C=CC=CC=2)C2C=CC=CC=2)C=CC=CC=1.C(=O)([O-])[O-].[Cs+].[Cs+]. (9) Given the product [Br:8][CH2:9][C:10]([NH:1][C:2]1[CH:7]=[CH:6][CH:5]=[CH:4][CH:3]=1)=[O:11], predict the reactants needed to synthesize it. The reactants are: [NH2:1][C:2]1[CH:7]=[CH:6][CH:5]=[CH:4][CH:3]=1.[Br:8][CH2:9][C:10](Br)=[O:11].